The task is: Predict the reaction yield, written as a fraction of the theoretical maximum amount of product (1.0 means a 100% yield; for example, 0.34 means a 34% yield).. This data is from Reaction yield outcomes from USPTO patents with 853,638 reactions. (1) The reactants are [C:1]([C:3]1[CH:4]=[C:5]([NH2:9])[CH:6]=[CH:7][CH:8]=1)#[CH:2].[CH2:10]([O:12][C:13](=[O:16])[CH:14]=O)[CH3:11].C(O)(=O)C.C(O[BH-](OC(=O)C)OC(=O)C)(=O)C.[Na+].C(=O)(O)[O-].[Na+]. The catalyst is ClCCCl.C(OCC)C. The product is [CH2:10]([O:12][C:13]([CH2:14][NH:9][C:5]1[CH:6]=[CH:7][CH:8]=[C:3]([C:1]#[CH:2])[CH:4]=1)=[O:16])[CH3:11]. The yield is 0.800. (2) The reactants are [Cl:1][C:2]1[CH:7]=[CH:6][C:5]([F:8])=[CH:4][C:3]=1I.[CH3:10][Si:11]([C:14]#[CH:15])([CH3:13])[CH3:12].C(N(CC)C(C)C)(C)C. The catalyst is O1CCOCC1.C(OCC)C.[Cu]I. The product is [Cl:1][C:2]1[CH:7]=[CH:6][C:5]([F:8])=[CH:4][C:3]=1[C:15]#[C:14][Si:11]([CH3:13])([CH3:12])[CH3:10]. The yield is 0.600. (3) The reactants are C([O:3][C:4](=[O:33])[CH2:5][CH:6]1[S:10][C:9]([C:11]2[NH:12][C:13]3[C:18]([CH:19]=2)=[CH:17][C:16]([O:20][C:21]2[CH:22]=[N:23][C:24]([S:27]([CH3:30])(=[O:29])=[O:28])=[CH:25][CH:26]=2)=[CH:15][C:14]=3[CH2:31][CH3:32])=[N:8][CH2:7]1)C.CO.[OH-].[K+]. The catalyst is O1CCCC1. The product is [CH2:31]([C:14]1[CH:15]=[C:16]([O:20][C:21]2[CH:22]=[N:23][C:24]([S:27]([CH3:30])(=[O:28])=[O:29])=[CH:25][CH:26]=2)[CH:17]=[C:18]2[C:13]=1[NH:12][C:11]([C:9]1[S:10][CH:6]([CH2:5][C:4]([OH:33])=[O:3])[CH2:7][N:8]=1)=[CH:19]2)[CH3:32]. The yield is 0.880. (4) The reactants are C1C2C(COC([NH:18][C@@H:19]([CH:98]([CH3:100])[CH3:99])[C:20]([NH:22][C@@H:23]([CH2:91][CH2:92][CH2:93][NH:94][C:95]([NH2:97])=[O:96])[C:24]([NH:26][C:27]3[CH:32]=[CH:31][C:30]([CH2:33][O:34][C:35](=[O:90])[N:36]([CH3:89])[C@H:37]([CH:86]([CH3:88])[CH3:87])[C:38](=[O:85])[NH:39][C@@H:40]([C@H:81]([CH2:83][CH3:84])[CH3:82])[C:41](=[O:80])[N:42]([CH2:77][CH2:78][CH3:79])[C@@H:43]([CH:74]([CH3:76])[CH3:75])[CH2:44][C@H:45]([C:51]4[S:52][CH:53]=[C:54]([C:56]([NH:58][C@@H:59]([CH2:67][C:68]5[CH:73]=[CH:72][CH:71]=[CH:70][CH:69]=5)[CH2:60][C:61]([CH3:66])([CH3:65])[C:62]([OH:64])=[O:63])=[O:57])[N:55]=4)[O:46][C:47](=[O:50])[NH:48][CH3:49])=[CH:29][CH:28]=3)=[O:25])=[O:21])=O)C3C(=CC=CC=3)C=2C=CC=1.N1CCCCC1. The catalyst is CN(C=O)C. The product is [NH2:18][C@@H:19]([CH:98]([CH3:99])[CH3:100])[C:20]([NH:22][C@@H:23]([CH2:91][CH2:92][CH2:93][NH:94][C:95]([NH2:97])=[O:96])[C:24]([NH:26][C:27]1[CH:32]=[CH:31][C:30]([CH2:33][O:34][C:35](=[O:90])[N:36]([CH3:89])[C@H:37]([CH:86]([CH3:88])[CH3:87])[C:38](=[O:85])[NH:39][C@@H:40]([C@H:81]([CH2:83][CH3:84])[CH3:82])[C:41](=[O:80])[N:42]([CH2:77][CH2:78][CH3:79])[C@@H:43]([CH:74]([CH3:76])[CH3:75])[CH2:44][C@H:45]([C:51]2[S:52][CH:53]=[C:54]([C:56]([NH:58][C@@H:59]([CH2:67][C:68]3[CH:73]=[CH:72][CH:71]=[CH:70][CH:69]=3)[CH2:60][C:61]([CH3:66])([CH3:65])[C:62]([OH:64])=[O:63])=[O:57])[N:55]=2)[O:46][C:47](=[O:50])[NH:48][CH3:49])=[CH:29][CH:28]=1)=[O:25])=[O:21]. The yield is 0.760. (5) The reactants are [CH3:1][CH:2]1[CH2:7][CH2:6][N:5]([C:8]([O:10][C:11]([CH3:14])([CH3:13])[CH3:12])=[O:9])[CH2:4][CH:3]1[C:15](=O)[NH:16][CH2:17][C:18]1[N:19]=[C:20]2[CH:26]=[CH:25][N:24]([S:27]([C:30]3[CH:36]=[CH:35][C:33]([CH3:34])=[CH:32][CH:31]=3)(=[O:29])=[O:28])[C:21]2=[N:22][CH:23]=1.COC1C=CC(P2(SP(C3C=CC(OC)=CC=3)(=S)S2)=S)=CC=1.CCOC(C)=O. The catalyst is O1CCOCC1.C(O[Hg]OC(=O)C)(=O)C. The product is [CH3:1][CH:2]1[CH2:7][CH2:6][N:5]([C:8]([O:10][C:11]([CH3:14])([CH3:12])[CH3:13])=[O:9])[CH2:4][CH:3]1[C:15]1[N:19]2[C:20]3[CH:26]=[CH:25][N:24]([S:27]([C:30]4[CH:31]=[CH:32][C:33]([CH3:34])=[CH:35][CH:36]=4)(=[O:28])=[O:29])[C:21]=3[N:22]=[CH:23][C:18]2=[CH:17][N:16]=1. The yield is 0.440. (6) The reactants are [C@H:1]1([NH2:8])[CH2:6][CH2:5][C@H:4]([NH2:7])[CH2:3][CH2:2]1.[C:9](O[C:9]([O:11][C:12]([CH3:15])([CH3:14])[CH3:13])=[O:10])([O:11][C:12]([CH3:15])([CH3:14])[CH3:13])=[O:10]. The catalyst is C(Cl)(Cl)Cl. The product is [C:12]([O:11][C:9]([NH:7][C@H:4]1[CH2:5][CH2:6][C@H:1]([NH2:8])[CH2:2][CH2:3]1)=[O:10])([CH3:15])([CH3:14])[CH3:13]. The yield is 0.710. (7) The reactants are C(=O)([O-])[O-].[K+].[K+].Br[CH2:8][C:9]([NH:11][C:12]1[CH:17]=[CH:16][CH:15]=[CH:14][CH:13]=1)=[O:10].[S:18]1[CH2:22][C:21](=[O:23])[NH:20][C:19]1=[O:24].O. The catalyst is CN(C)C=O. The product is [C:12]1([NH:11][C:9]([CH2:8][N:20]2[C:21](=[O:23])[CH2:22][S:18][C:19]2=[O:24])=[O:10])[CH:17]=[CH:16][CH:15]=[CH:14][CH:13]=1. The yield is 0.706. (8) The reactants are [CH3:1][O:2][CH2:3][O:4][C@H:5]1[CH2:22][CH2:21][C@:20]2([CH3:23])[C@H:7]([C:8](=[O:25])[CH2:9][C@H:10]3[C@H:19]2[CH2:18][CH2:17][C@:15]2([CH3:16])[C@@H:11]3[CH2:12][C:13](=[O:24])[CH2:14]2)[CH2:6]1.[BH4-].[Na+].O.CC(O)=O. The catalyst is CCO. The product is [CH3:1][O:2][CH2:3][O:4][C@H:5]1[CH2:22][CH2:21][C@:20]2([CH3:23])[C@H:7]([C@@H:8]([OH:25])[CH2:9][C@H:10]3[C@H:19]2[CH2:18][CH2:17][C@:15]2([CH3:16])[C@@H:11]3[CH2:12][C@@H:13]([OH:24])[CH2:14]2)[CH2:6]1. The yield is 0.750. (9) The reactants are [CH3:1][S:2][CH:3]([C:5]1[CH:6]=[CH:7][C:8]([C:11]([F:17])([F:16])[C:12]([F:15])([F:14])[F:13])=[N:9][CH:10]=1)[CH3:4].[N:18]#[C:19][NH2:20].C(O)(=O)C.C(O)(=O)C.IC1C=CC=CC=1. The catalyst is C1COCC1. The product is [F:16][C:11]([F:17])([C:8]1[N:9]=[CH:10][C:5]([CH:3]([S:2]([CH3:1])=[N:20][C:19]#[N:18])[CH3:4])=[CH:6][CH:7]=1)[C:12]([F:13])([F:14])[F:15]. The yield is 0.850.